From a dataset of Cav3 T-type calcium channel HTS with 100,875 compounds. Binary Classification. Given a drug SMILES string, predict its activity (active/inactive) in a high-throughput screening assay against a specified biological target. (1) The compound is OC1(P(OCC)(=O)C#CC(C)(C)C)CCCCC1. The result is 0 (inactive). (2) The molecule is S(=O)(=O)(NCCN(CCCC)CC)c1cc2oc(=O)n(c2cc1)C. The result is 0 (inactive). (3) The drug is O=c1[nH]c(=O)n(c2nc(n(CCC(C)C)c12)NCCC)C. The result is 0 (inactive). (4) The drug is O(c1ccc(n2c(n[nH]c2=O)C)cc1)C. The result is 0 (inactive). (5) The drug is Brc1c(n(nc1C)CC(=O)N\N=C\c1oc(cc1)C)C. The result is 0 (inactive). (6) The result is 0 (inactive). The drug is Clc1cc(N2CCN(CC2)C(=O)CCNS(=O)(=O)c2c3nonc3ccc2)ccc1.